Task: Predict which catalyst facilitates the given reaction.. Dataset: Catalyst prediction with 721,799 reactions and 888 catalyst types from USPTO (1) Reactant: Cl.[CH3:2][NH:3][OH:4].[CH3:5][O-:6].[Na+].[Br:8][C:9]1[CH:10]=[C:11]2C(=[CH:17][CH:18]=1)O[CH:14]([C:19]1[CH:24]=[CH:23][CH:22]=[CH:21][CH:20]=1)[CH2:13]/[C:12]/2=[N:25]/[C:26]#[N:27]. Product: [Br:8][C:9]1[CH:10]=[C:11]2[C:12]3([O:4][N:3]([CH3:2])[C:26]([NH2:27])=[N:25]3)[CH2:13][CH:14]([C:19]3[CH:20]=[CH:21][CH:22]=[CH:23][CH:24]=3)[O:6][C:5]2=[CH:17][CH:18]=1. The catalyst class is: 5. (2) Reactant: [N+](C1C=CC(C([O:10][C@H:11]2[CH2:14][C@H:13]([CH2:15][NH:16][C:17]([O:19][C:20]([CH3:23])([CH3:22])[CH3:21])=[O:18])[CH2:12]2)=O)=CC=1)([O-])=O.[OH-].[Na+]. Product: [OH:10][C@H:11]1[CH2:14][C@H:13]([CH2:15][NH:16][C:17](=[O:18])[O:19][C:20]([CH3:22])([CH3:21])[CH3:23])[CH2:12]1. The catalyst class is: 7. (3) Reactant: [CH3:1][S:2]([CH2:5][CH2:6][NH:7]C(=O)OC(C)(C)C)(=[O:4])=[O:3].[F:15][C:16]([F:21])([F:20])[C:17]([OH:19])=[O:18]. Product: [F:15][C:16]([F:21])([F:20])[C:17]([OH:19])=[O:18].[CH3:1][S:2]([CH2:5][CH2:6][NH2:7])(=[O:4])=[O:3]. The catalyst class is: 4. (4) Reactant: Cl.[CH3:2][CH:3]1[CH2:8][C:7](=[O:9])[CH2:6][CH2:5][NH:4]1.[S:10](Cl)([C:13]1[CH:19]=[CH:18][C:16]([CH3:17])=[CH:15][CH:14]=1)(=[O:12])=[O:11].Cl. Product: [CH3:2][CH:3]1[CH2:8][C:7](=[O:9])[CH2:6][CH2:5][N:4]1[S:10]([C:13]1[CH:19]=[CH:18][C:16]([CH3:17])=[CH:15][CH:14]=1)(=[O:12])=[O:11]. The catalyst class is: 2. (5) Reactant: Cl.[Cl:2][C:3]1[CH:4]=[C:5]([C@H:10]([CH2:14][CH2:15][N:16]2[CH2:19][CH:18]([N:20]3[CH2:25][CH2:24][S:23][CH2:22][CH2:21]3)[CH2:17]2)[CH2:11][NH:12][CH3:13])[CH:6]=[CH:7][C:8]=1[Cl:9].[Cl:26][C:27]1[CH:28]=[C:29]([CH:33]=[C:34]([Cl:36])[CH:35]=1)[C:30]([OH:32])=[O:31].CN(C(ON1N=NC2C=CC=CC1=2)=[N+](C)C)C.[B-](F)(F)(F)F.CCN(C(C)C)C(C)C.C([O-])(O)=O.[Na+]. Product: [C:30]([O-:32])(=[O:31])[CH3:29].[NH4+:12].[C:30]([OH:32])(=[O:31])[CH3:29].[Cl:36][C:34]1[CH:33]=[C:29]([CH:28]=[C:27]([Cl:26])[CH:35]=1)[C:30]([N:12]([CH2:11][C@H:10]([C:5]1[CH:6]=[CH:7][C:8]([Cl:9])=[C:3]([Cl:2])[CH:4]=1)[CH2:14][CH2:15][N:16]1[CH2:17][CH:18]([N:20]2[CH2:25][CH2:24][S:23][CH2:22][CH2:21]2)[CH2:19]1)[CH3:13])=[O:32]. The catalyst class is: 18.